Task: Predict the product of the given reaction.. Dataset: Forward reaction prediction with 1.9M reactions from USPTO patents (1976-2016) (1) Given the reactants [F:1][C:2]1[CH:7]=[CH:6][C:5]([N:8]2[C:16]3[C:11](=[CH:12][C:13]([O:17][C@@H:18]([C:22]4[CH:27]=[CH:26][CH:25]=[CH:24][CH:23]=4)[C@H:19]([NH2:21])[CH3:20])=[CH:14][CH:15]=3)[CH:10]=[N:9]2)=[CH:4][CH:3]=1.[Cl:28][CH2:29][C:30](Cl)=[O:31], predict the reaction product. The product is: [Cl:28][CH2:29][C:30]([NH:21][C@@H:19]([CH3:20])[C@H:18]([O:17][C:13]1[CH:12]=[C:11]2[C:16](=[CH:15][CH:14]=1)[N:8]([C:5]1[CH:4]=[CH:3][C:2]([F:1])=[CH:7][CH:6]=1)[N:9]=[CH:10]2)[C:22]1[CH:23]=[CH:24][CH:25]=[CH:26][CH:27]=1)=[O:31]. (2) Given the reactants C(O[C:6]([N:8]1[CH2:12][C:11](=[N:13][O:14][CH3:15])[CH2:10][C@H:9]1[C:16]([OH:18])=[O:17])=[O:7])(C)(C)C.[CH3:19][C:20]1[CH:25]=[CH:24][CH:23]=[CH:22][C:21]=1[C:26]1[CH:31]=[CH:30][C:29](C(O)=O)=[C:28]([CH3:35])[CH:27]=1.[CH3:36]O, predict the reaction product. The product is: [CH3:19][C:20]1[CH:25]=[CH:24][CH:23]=[CH:22][C:21]=1[C:26]1[CH:31]=[CH:30][C:29]([C:6]([N:8]2[CH2:12][C:11](=[N:13][O:14][CH3:15])[CH2:10][C@H:9]2[C:16]([O:18][CH3:36])=[O:17])=[O:7])=[C:28]([CH3:35])[CH:27]=1. (3) Given the reactants [Br:1]Br.[CH:3]([N:6]1[C:10]([C:11]2[CH:16]=[CH:15][N:14]=[C:13]([NH:17][C:18]3[CH:23]=[CH:22][C:21]([S:24]([CH3:27])(=[O:26])=[O:25])=[CH:20][CH:19]=3)[N:12]=2)=[CH:9][N:8]=[C:7]1[CH3:28])([CH3:5])[CH3:4], predict the reaction product. The product is: [Br:1][C:16]1[C:11]([C:10]2[N:6]([CH:3]([CH3:5])[CH3:4])[C:7]([CH3:28])=[N:8][CH:9]=2)=[N:12][C:13]([NH:17][C:18]2[CH:23]=[CH:22][C:21]([S:24]([CH3:27])(=[O:26])=[O:25])=[CH:20][CH:19]=2)=[N:14][CH:15]=1. (4) Given the reactants [Cl:1][C:2]1[N:3]=[C:4](Cl)[C:5]2[CH2:10][CH2:9][C:8]([CH3:17])([C:11]3[CH:16]=[CH:15][CH:14]=[CH:13][CH:12]=3)[C:6]=2[N:7]=1.[CH2:19]([NH2:21])[CH3:20], predict the reaction product. The product is: [Cl:1][C:2]1[N:3]=[C:4]([NH:21][CH2:19][CH3:20])[C:5]2[CH2:10][CH2:9][C:8]([CH3:17])([C:11]3[CH:16]=[CH:15][CH:14]=[CH:13][CH:12]=3)[C:6]=2[N:7]=1. (5) The product is: [CH2:2]([O:3][CH2:4][C@H:5]([CH2:7][OH:8])[OH:6])[CH2:9][CH2:30][CH2:29][CH2:28][CH2:27][CH2:26][CH2:25][CH2:24][CH2:23][CH2:22][CH2:21][CH2:20][CH2:19][CH2:18][CH2:17][CH2:16][CH2:15][CH2:14][CH3:13]. Given the reactants C[C:2]1([CH3:9])[O:6][C@H:5]([CH2:7][OH:8])[CH2:4][O:3]1.[OH-].[K+].Br[CH2:13][CH2:14][CH2:15][CH2:16][CH2:17][CH2:18][CH2:19][CH2:20][CH2:21][CH2:22][CH2:23][CH2:24][CH2:25][CH2:26][CH2:27][CH2:28][CH2:29][CH2:30]CC.O, predict the reaction product.